Task: Predict the product of the given reaction.. Dataset: Forward reaction prediction with 1.9M reactions from USPTO patents (1976-2016) (1) Given the reactants [CH2:1]1[CH:5]2[CH:6]3[CH:10]=[CH:9][CH:8]([CH:4]2[CH:3]=[CH:2]1)[CH2:7]3.CCOP(SCSP(OCC)(OCC)=S)(OCC)=S.C1(P(C2C=CC=CC=2)C2C=CC=CC=2)C=CC=CC=1, predict the reaction product. The product is: [CH2:1]1[CH:5]2[C@@H:6]3[CH:10]=[CH:9][C@H:8]([CH:4]2[CH:3]=[CH:2]1)[CH2:7]3. (2) Given the reactants [CH:1]1[C:6]([C:7]2[S:15][C:14]3[CH:13]=[C:12]([OH:16])[CH:11]=[CH:10][C:9]=3[C:8]=2[C:17]([C:19]2[CH:20]=[CH:21][C:22]([O:25][CH2:26][CH2:27][N:28]3[CH2:33][CH2:32][CH2:31][CH2:30][CH2:29]3)=[CH:23][CH:24]=2)=[O:18])=[CH:5][CH:4]=[C:3]([OH:34])[CH:2]=1.Cl.S1C2C=CC=CC=2C=C1.C=O.OC1C=CC2C([ClH]C3C=CC(OCCN4CCCCC4)=CC=3)=C(C3C=CC(O)=CC=3)SC=2C=1, predict the reaction product. The product is: [CH:5]1[C:6]([C:7]2[S:15][C:14]3[CH:13]=[C:12]([OH:16])[CH:11]=[CH:10][C:9]=3[C:8]=2[C:17]([C:19]2[CH:24]=[CH:23][C:22]([O:25][CH2:26][CH2:27][N:28]3[CH2:33][CH2:32][CH2:31][CH2:30][CH2:29]3)=[CH:21][CH:20]=2)=[O:18])=[CH:1][CH:2]=[C:3]([OH:34])[CH:4]=1. (3) Given the reactants [NH2:1][C:2]1[N:10]=[C:9]([O:11][CH2:12][CH2:13][O:14][CH3:15])[N:8]=[C:7]2[C:3]=1[N:4]=[C:5]([O:32]C)[N:6]2[CH2:16][C:17]1[CH:31]=[CH:30][C:20]([CH2:21][P:22](=[O:29])([O:26]CC)[O:23]CC)=[CH:19][CH:18]=1.C[Si](Br)(C)C, predict the reaction product. The product is: [NH2:1][C:2]1[N:10]=[C:9]([O:11][CH2:12][CH2:13][O:14][CH3:15])[N:8]=[C:7]2[C:3]=1[NH:4][C:5](=[O:32])[N:6]2[CH2:16][C:17]1[CH:18]=[CH:19][C:20]([CH2:21][P:22](=[O:23])([OH:29])[OH:26])=[CH:30][CH:31]=1.